Dataset: Human liver microsome stability data. Task: Regression/Classification. Given a drug SMILES string, predict its absorption, distribution, metabolism, or excretion properties. Task type varies by dataset: regression for continuous measurements (e.g., permeability, clearance, half-life) or binary classification for categorical outcomes (e.g., BBB penetration, CYP inhibition). Dataset: hlm. (1) The molecule is CCCN(CCC)CCOc1ccc2c(O)c3c(F)cc(F)cc3nc2c1. The result is 1 (stable in human liver microsomes). (2) The drug is O=C(c1cc(-c2ccccc2)[nH]n1)N1CCN(c2ccccc2)CC1. The result is 0 (unstable in human liver microsomes). (3) The drug is CCP(=O)(OC)c1ccc2oc(-c3ccc(Cl)cc3)nc2c1. The result is 0 (unstable in human liver microsomes). (4) The compound is Cc1ccncc1-c1ccc(CN)o1. The result is 1 (stable in human liver microsomes). (5) The compound is COc1ccc2[nH]c(C(=O)N3CC(=O)N(Cc4ccccc4)[C@@H](COc4ccc(F)cc4)C3)cc2c1. The result is 1 (stable in human liver microsomes). (6) The molecule is Cn1cc(C[C@H](NC(=O)C2CCCCC2)C(=O)Nc2ccncc2)c2ccccc21. The result is 1 (stable in human liver microsomes).